Dataset: Full USPTO retrosynthesis dataset with 1.9M reactions from patents (1976-2016). Task: Predict the reactants needed to synthesize the given product. (1) Given the product [Br:24][C:19]1[CH:18]=[C:17]([N:16]2[C:15](=[O:25])[O:14][N:13]=[C:12]2[C:8]2[C:7]([NH:6][CH2:5][CH2:4][CH2:3][NH:2][S:26]([NH2:29])(=[O:28])=[O:27])=[N:11][O:10][N:9]=2)[CH:22]=[CH:21][C:20]=1[F:23], predict the reactants needed to synthesize it. The reactants are: I.[NH2:2][CH2:3][CH2:4][CH2:5][NH:6][C:7]1[C:8]([C:12]2[N:16]([C:17]3[CH:22]=[CH:21][C:20]([F:23])=[C:19]([Br:24])[CH:18]=3)[C:15](=[O:25])[O:14][N:13]=2)=[N:9][O:10][N:11]=1.[S:26](N)([NH2:29])(=[O:28])=[O:27]. (2) Given the product [F:24][CH:22]([F:23])[O:21][C:16]1[CH:17]=[CH:18][CH:19]=[CH:20][C:15]=1[CH2:14][CH:10]1[O:11][CH2:12][CH2:13][NH:8][CH2:9]1, predict the reactants needed to synthesize it. The reactants are: C([N:8]1[CH2:13][CH2:12][O:11][CH:10]([CH2:14][C:15]2[CH:20]=[CH:19][CH:18]=[CH:17][C:16]=2[O:21][CH:22]([F:24])[F:23])[CH2:9]1)C1C=CC=CC=1.C(N1CCO[C@H](CC2C=CC=C(C=CC3C=NC=CC=3)C=2)C1)(OC(C)(C)C)=O.ClC(OC(Cl)C)=O. (3) Given the product [C:33]([O:32][C:30]([N:23]1[C:24]2[CH:3]=[CH:4][CH:5]=[N:6][C:29]=2[C:21]([C:18]#[C:17][C:15]2[CH:14]=[CH:13][C:12]([Cl:19])=[C:11]([O:10][C:8]3[CH:7]=[C:4]([C:5]#[N:6])[CH:3]=[C:2]([Cl:1])[CH:9]=3)[CH:16]=2)=[N:22]1)=[O:31])([CH3:34])([CH3:35])[CH3:36], predict the reactants needed to synthesize it. The reactants are: [Cl:1][C:2]1[CH:3]=[C:4]([CH:7]=[C:8]([O:10][C:11]2[CH:16]=[C:15]([C:17]#[CH:18])[CH:14]=[CH:13][C:12]=2[Cl:19])[CH:9]=1)[C:5]#[N:6].I[C:21]1[C:29]2[C:24](=NC=CC=2)[N:23]([C:30]([O:32][C:33]([CH3:36])([CH3:35])[CH3:34])=[O:31])[N:22]=1. (4) Given the product [I-:22].[CH3:1][C:2]1[C:3]([CH3:12])([CH3:11])[C:4]2[CH:10]=[CH:9][CH:8]=[CH:7][C:5]=2[N+:6]=1[CH2:21][CH2:20][CH2:19][CH2:18][CH2:17][O:16][C:13]([CH3:14])=[O:15], predict the reactants needed to synthesize it. The reactants are: [CH3:1][C:2]1[C:3]([CH3:12])([CH3:11])[C:4]2[CH:10]=[CH:9][CH:8]=[CH:7][C:5]=2[N:6]=1.[C:13]([O:16][CH2:17][CH2:18][CH2:19][CH2:20][CH2:21][I:22])(=[O:15])[CH3:14].CCOCC. (5) Given the product [N:25]1[C:34]2[CH2:33][CH2:32][N:31]([C:2]3[C:3]([O:12][CH2:13][C@H:14]4[CH2:16][C@@H:15]4[C:17]4[CH:22]=[CH:21][C:20]([O:23][CH3:24])=[CH:19][N:18]=4)=[N:4][C:5]4[C:10]([CH:11]=3)=[N:9][CH:8]=[CH:7][CH:6]=4)[CH2:30][C:29]=2[CH:28]=[CH:27][CH:26]=1, predict the reactants needed to synthesize it. The reactants are: Br[C:2]1[C:3]([O:12][CH2:13][C@H:14]2[CH2:16][C@@H:15]2[C:17]2[CH:22]=[CH:21][C:20]([O:23][CH3:24])=[CH:19][N:18]=2)=[N:4][C:5]2[C:10]([CH:11]=1)=[N:9][CH:8]=[CH:7][CH:6]=2.[N:25]1[C:34]2[CH2:33][CH2:32][NH:31][CH2:30][C:29]=2[CH:28]=[CH:27][CH:26]=1.CC(C)([O-])C.[Na+].CN(C1C(C2C(P(C3CCCCC3)C3CCCCC3)=CC=CC=2)=CC=CC=1)C. (6) Given the product [Cl:1][C:2]1[CH:3]=[N:4][C:5]2[N:6]([N:8]=[C:9]([C:11]([N:23]3[CH2:22][CH:21]=[C:20]([C:15]4[CH:16]=[CH:17][CH:18]=[CH:19][C:14]=4[CH3:26])[CH2:25][CH2:24]3)=[O:13])[CH:10]=2)[CH:7]=1, predict the reactants needed to synthesize it. The reactants are: [Cl:1][C:2]1[CH:3]=[N:4][C:5]2[N:6]([N:8]=[C:9]([C:11]([OH:13])=O)[CH:10]=2)[CH:7]=1.[C:14]1([CH3:26])[CH:19]=[CH:18][CH:17]=[CH:16][C:15]=1[C:20]1[CH2:21][CH2:22][NH:23][CH2:24][CH:25]=1.